Dataset: Forward reaction prediction with 1.9M reactions from USPTO patents (1976-2016). Task: Predict the product of the given reaction. (1) Given the reactants Br[C:2]1[CH2:7][CH2:6][CH2:5][CH2:4][CH:3]=1.[Na+].[C:9]1([S:15]([O-:17])=[O:16])[CH:14]=[CH:13][CH:12]=[CH:11][CH:10]=1, predict the reaction product. The product is: [CH:7]1([S:15]([C:9]2[CH:14]=[CH:13][CH:12]=[CH:11][CH:10]=2)(=[O:17])=[O:16])[CH2:6][CH2:5][CH2:4][CH:3]=[CH:2]1. (2) Given the reactants [C:1]([O-:4])(=[O:3])C.[O:5]=[C:6]1[C@@H:9]([NH3+:10])[CH2:8][NH:7]1.[CH3:11]CN(C(C)C)C(C)C.[F:20][C:21]1([F:38])[CH2:26][CH2:25][CH:24](C2C=CN(C([O-])=O)C(=O)C=2C)[CH2:23][CH2:22]1, predict the reaction product. The product is: [F:20][C:21]1([F:38])[CH2:26][CH2:25][CH:24]([O:4][C:1](=[O:3])[N:10]([CH3:11])[C@H:9]2[CH2:8][NH:7][C:6]2=[O:5])[CH2:23][CH2:22]1. (3) Given the reactants [NH2:1][CH:2]([CH2:11][C:12]1[CH:17]=[CH:16][C:15]([C:18]([F:21])([F:20])[F:19])=[CH:14][CH:13]=1)[CH:3]([C:5]1[CH:10]=[CH:9][CH:8]=[CH:7][CH:6]=1)[OH:4].[F:22][C:23]1[C:32]2[C:27](=[CH:28][CH:29]=[CH:30][CH:31]=2)[C:26]([C:33](O)=[O:34])=[CH:25][CH:24]=1.Cl.C(N=C=NCCCN(C)C)C.ON1C2C=CC=CC=2N=N1, predict the reaction product. The product is: [F:22][C:23]1[C:32]2[C:27](=[CH:28][CH:29]=[CH:30][CH:31]=2)[C:26]([C:33]([NH:1][CH:2]([CH2:11][C:12]2[CH:13]=[CH:14][C:15]([C:18]([F:19])([F:20])[F:21])=[CH:16][CH:17]=2)[CH:3]([OH:4])[C:5]2[CH:6]=[CH:7][CH:8]=[CH:9][CH:10]=2)=[O:34])=[CH:25][CH:24]=1. (4) Given the reactants [CH:1]1([O:7][N:8]2[C:13]([CH3:15])([CH3:14])[CH2:12][C:11](=[O:16])[CH2:10][C:9]2([CH3:18])[CH3:17])[CH2:6][CH2:5][CH2:4][CH2:3][CH2:2]1.C[Si](C)(C)Cl.I[CH2:25][CH2:26]CCCCCC.C([Cu])#N.[Li+].[Cl-].CC1(C)N([O])C(C)(C)CC(=O)C1, predict the reaction product. The product is: [CH2:1]([O:7][N:8]1[C:9]([CH3:17])([CH3:18])[CH2:10][C:11](=[O:16])[CH2:12][C:13]1([CH3:14])[CH3:15])[CH2:6][CH2:5][CH2:4][CH2:3][CH2:2][CH2:25][CH3:26].